Dataset: Reaction yield outcomes from USPTO patents with 853,638 reactions. Task: Predict the reaction yield, written as a fraction of the theoretical maximum amount of product (1.0 means a 100% yield; for example, 0.34 means a 34% yield). The reactants are [CH3:1][C:2]1([CH3:28])[C:26]2[C:6]([CH:7]=[C:8]3[C:25]=2[CH:24]=[C:23]2[C:10]([C:11]4[CH:12]=[CH:13][CH:14]=[CH:15][C:16]=4[C:17]4[CH:18]=[C:19]([OH:27])[CH:20]=[CH:21][C:22]=42)=[CH:9]3)=[CH:5][CH:4]=[CH:3]1.N1C=CC=CC=1.[F:35][C:36]([F:49])([F:48])[S:37](O[S:37]([C:36]([F:49])([F:48])[F:35])(=[O:39])=[O:38])(=[O:39])=[O:38].O. The catalyst is ClCCl. The product is [F:35][C:36]([F:49])([F:48])[S:37]([O:27][C:19]1[CH:20]=[CH:21][C:22]2[C:23]3[C:10]([C:11]4[CH:12]=[CH:13][CH:14]=[CH:15][C:16]=4[C:17]=2[CH:18]=1)=[CH:9][C:8]1=[CH:7][C:6]2[C:26]([C:2]([CH3:28])([CH3:1])[CH:3]=[CH:4][CH:5]=2)=[C:25]1[CH:24]=3)(=[O:39])=[O:38]. The yield is 0.640.